From a dataset of Merck oncology drug combination screen with 23,052 pairs across 39 cell lines. Regression. Given two drug SMILES strings and cell line genomic features, predict the synergy score measuring deviation from expected non-interaction effect. (1) Drug 1: Cn1c(=O)n(-c2ccc(C(C)(C)C#N)cc2)c2c3cc(-c4cnc5ccccc5c4)ccc3ncc21. Drug 2: CCc1cnn2c(NCc3ccc[n+]([O-])c3)cc(N3CCCCC3CCO)nc12. Cell line: SKMEL30. Synergy scores: synergy=2.21. (2) Cell line: LNCAP. Synergy scores: synergy=1.09. Drug 1: C=CCn1c(=O)c2cnc(Nc3ccc(N4CCN(C)CC4)cc3)nc2n1-c1cccc(C(C)(C)O)n1. Drug 2: C#Cc1cccc(Nc2ncnc3cc(OCCOC)c(OCCOC)cc23)c1.